From a dataset of Forward reaction prediction with 1.9M reactions from USPTO patents (1976-2016). Predict the product of the given reaction. Given the reactants [N+:1]([C:4]1[CH:12]=[C:11]2[C:7]([CH2:8][CH2:9][NH:10]2)=[CH:6][CH:5]=1)([O-:3])=[O:2].C(N(CC)CC)C.Cl[C:21]([O:23][CH2:24][C:25]1[CH:30]=[CH:29][CH:28]=[CH:27][CH:26]=1)=[O:22], predict the reaction product. The product is: [CH2:24]([O:23][C:21]([N:10]1[C:11]2[C:7](=[CH:6][CH:5]=[C:4]([N+:1]([O-:3])=[O:2])[CH:12]=2)[CH2:8][CH2:9]1)=[O:22])[C:25]1[CH:30]=[CH:29][CH:28]=[CH:27][CH:26]=1.